This data is from Full USPTO retrosynthesis dataset with 1.9M reactions from patents (1976-2016). The task is: Predict the reactants needed to synthesize the given product. (1) Given the product [CH:26]1([C:29]2[NH:33][N:32]=[C:31]([NH:34][C:2]3[C:11]4=[N:12][NH:13][CH:14]=[C:10]4[C:9]4[CH:8]=[CH:7][CH:6]=[C:5]([O:24][CH3:25])[C:4]=4[N:3]=3)[CH:30]=2)[CH2:28][CH2:27]1, predict the reactants needed to synthesize it. The reactants are: Cl[C:2]1[C:11]2=[N:12][N:13](CC3C=CC(OC)=CC=3)[CH:14]=[C:10]2[C:9]2[CH:8]=[CH:7][CH:6]=[C:5]([O:24][CH3:25])[C:4]=2[N:3]=1.[CH:26]1([C:29]2[NH:33][N:32]=[C:31]([NH2:34])[CH:30]=2)[CH2:28][CH2:27]1.Cl. (2) Given the product [C:10]([C:8]1[CH:7]=[C:6]([C:14]2[S:18][C:17]([C:19]([NH:21][C@H:22]3[CH2:25][C@H:24]([C:26]([O:28][CH3:29])=[O:27])[CH2:23]3)=[O:20])=[N:16][C:15]=2[CH2:30][CH:31]2[CH2:32][CH2:33][CH2:34][CH2:35][CH2:36]2)[CH:5]=[C:4]([C:1]([OH:3])([CH3:37])[CH3:2])[CH:9]=1)([CH3:12])([CH3:13])[CH3:11], predict the reactants needed to synthesize it. The reactants are: [C:1]([C:4]1[CH:5]=[C:6]([C:14]2[S:18][C:17]([C:19]([NH:21][C@H:22]3[CH2:25][C@H:24]([C:26]([O:28][CH3:29])=[O:27])[CH2:23]3)=[O:20])=[N:16][C:15]=2[CH2:30][CH:31]2[CH2:36][CH2:35][CH2:34][CH2:33][CH2:32]2)[CH:7]=[C:8]([C:10]([CH3:13])([CH3:12])[CH3:11])[CH:9]=1)(=[O:3])[CH3:2].[CH3:37][Mg+].[Br-].